This data is from Forward reaction prediction with 1.9M reactions from USPTO patents (1976-2016). The task is: Predict the product of the given reaction. (1) Given the reactants F[C:2]1[CH:17]=[CH:16][C:5]([C:6]([O:8][CH2:9][C:10]2[CH:15]=[CH:14][CH:13]=[CH:12][CH:11]=2)=[O:7])=[CH:4][CH:3]=1.CS(C)=O.Cl.[NH:23]1[CH2:28][CH2:27][CH:26]([CH2:29][C:30]([O:32][CH3:33])=[O:31])[CH2:25][CH2:24]1, predict the reaction product. The product is: [CH3:33][O:32][C:30](=[O:31])[CH2:29][CH:26]1[CH2:25][CH2:24][N:23]([C:2]2[CH:17]=[CH:16][C:5]([C:6]([O:8][CH2:9][C:10]3[CH:15]=[CH:14][CH:13]=[CH:12][CH:11]=3)=[O:7])=[CH:4][CH:3]=2)[CH2:28][CH2:27]1. (2) Given the reactants [NH2:1][C:2]1[CH:7]=[CH:6][C:5]([CH:8]([CH3:12])[C:9]([OH:11])=[O:10])=[CH:4][CH:3]=1.[N+:13]([O-])([OH:15])=[O:14].O, predict the reaction product. The product is: [NH2:1][C:2]1[CH:3]=[CH:4][C:5]([CH:8]([CH3:12])[C:9]([OH:11])=[O:10])=[CH:6][C:7]=1[N+:13]([O-:15])=[O:14].